This data is from Forward reaction prediction with 1.9M reactions from USPTO patents (1976-2016). The task is: Predict the product of the given reaction. (1) Given the reactants [CH2:1]([C:4]1[CH:9]=[C:8]([F:10])[CH:7]=[CH:6][C:5]=1[OH:11])[CH:2]=[CH2:3].ClC1C=C(C=CC=1)[C:16](OO)=[O:17].[CH:23]([Cl:26])(Cl)Cl, predict the reaction product. The product is: [Cl:26][CH2:23][C:6]1[C:5]2[O:11][CH:2]([CH2:3][O:17][CH3:16])[CH2:1][C:4]=2[CH:9]=[C:8]([F:10])[CH:7]=1.[F:10][C:8]1[CH:7]=[CH:6][C:5]2[O:11][CH:2]([CH2:3][OH:17])[CH2:1][C:4]=2[CH:9]=1. (2) Given the reactants [N+:1]([C:4]1[CH:12]=[CH:11][C:7]([C:8]([OH:10])=O)=[CH:6][CH:5]=1)([O-:3])=[O:2].[NH:13]1[CH2:18][CH2:17][CH2:16][CH2:15][CH2:14]1.C(=O)(O)[O-].[Na+], predict the reaction product. The product is: [N+:1]([C:4]1[CH:5]=[CH:6][C:7]([C:8]([N:13]2[CH2:18][CH2:17][CH2:16][CH2:15][CH2:14]2)=[O:10])=[CH:11][CH:12]=1)([O-:3])=[O:2]. (3) Given the reactants [F:1][C:2]1[CH:11]=[CH:10][C:9]([CH:12]=O)=[C:8]2[C:3]=1[C:4](=[O:15])[CH:5]=[C:6]([CH3:14])[O:7]2.[C:16]([CH:18]=[C:19]([O-])[CH3:20])#[N:17].[Na+].[NH2:23][C:24](=[CH:26][C:27](=[O:33])[CH2:28][CH2:29][CH:30]([CH3:32])[CH3:31])[CH3:25].C(O)(=O)C, predict the reaction product. The product is: [F:1][C:2]1[CH:11]=[CH:10][C:9]([CH:12]2[C:26]([C:27](=[O:33])[CH2:28][CH2:29][CH:30]([CH3:31])[CH3:32])=[C:24]([CH3:25])[NH:23][C:19]([CH3:20])=[C:18]2[C:16]#[N:17])=[C:8]2[C:3]=1[C:4](=[O:15])[CH:5]=[C:6]([CH3:14])[O:7]2. (4) The product is: [CH:20]1([NH:23][C:24]([N:16]2[C:17]3[C:13](=[CH:12][C:11]([O:10][C:8]4[CH:7]=[CH:6][N:5]=[C:4]([NH2:3])[CH:9]=4)=[CH:19][CH:18]=3)[CH:14]=[CH:15]2)=[O:25])[CH2:22][CH2:21]1. Given the reactants [H-].[Na+].[NH2:3][C:4]1[CH:9]=[C:8]([O:10][C:11]2[CH:12]=[C:13]3[C:17](=[CH:18][CH:19]=2)[NH:16][CH:15]=[CH:14]3)[CH:7]=[CH:6][N:5]=1.[CH:20]1([NH:23][C:24](=O)[O:25]C2C=CC=CC=2)[CH2:22][CH2:21]1.O, predict the reaction product. (5) Given the reactants [NH2:1][C:2]1[CH:3]=[C:4]([CH:8]=[CH:9][C:10]=1[Cl:11])[C:5]([OH:7])=O.[NH:12]1[C:21]2[C:16](=[CH:17][CH:18]=[CH:19][CH:20]=2)[CH2:15][CH2:14][CH2:13]1.Cl.CN(C)CCCN=C=NCC.CN1C=CN=C1.C(=O)(O)[O-].[Na+], predict the reaction product. The product is: [Cl:11][C:10]1[CH:9]=[CH:8][C:4]([C:5]([N:12]2[C:21]3[C:16](=[CH:17][CH:18]=[CH:19][CH:20]=3)[CH2:15][CH2:14][CH2:13]2)=[O:7])=[CH:3][C:2]=1[NH2:1]. (6) Given the reactants [F:1][C:2]1[CH:21]=[CH:20][CH:19]=[CH:18][C:3]=1[CH2:4][N:5]1[C:9]([C:10]2[CH:14]=[CH:13][O:12][N:11]=2)=[N:8][C:7]([C:15](O)=O)=[N:6]1.FC1C=CC=CC=1C[N:26]1C(C(O)=O)=NC(C2C=CON=2)=N1.CC(N)(C)C.C(N(CC)CC)C.P(Cl)(Cl)(Cl)=O, predict the reaction product. The product is: [F:1][C:2]1[CH:21]=[CH:20][CH:19]=[CH:18][C:3]=1[CH2:4][N:5]1[C:9]([C:10]2[CH:14]=[CH:13][O:12][N:11]=2)=[N:8][C:7]([C:15]#[N:26])=[N:6]1. (7) Given the reactants Cl.[NH2:2][CH2:3][C:4]([CH3:7])([SH:6])[CH3:5].[N:8](OC(C)(C)C)=[O:9].[Cl:15]CCl.CCCCCC, predict the reaction product. The product is: [ClH:15].[CH3:5][C:4]([S:6][N:8]=[O:9])([CH3:7])[CH2:3][NH2:2]. (8) Given the reactants [CH2:13]([C:3]([CH2:13][CH3:14])([C:10]([O-:12])=[O:12])[C:4]([O:6][CH2:4][CH2:3][CH3:10])=[O:6])[CH3:14].CC[O-].[Na+].[C:19](O)(=O)C.[CH:23]([NH2:25])=[NH:24], predict the reaction product. The product is: [OH:6][C:4]1[C:3]([CH2:13][CH2:14][CH3:19])=[C:10]([OH:12])[N:25]=[CH:23][N:24]=1. (9) Given the reactants C1(C[NH:5][CH2:6][C:7]2[CH:8]=[N:9][CH:10]=[C:11]([B:13]3[O:17][C:16]([CH3:19])([CH3:18])[C:15]([CH3:21])([CH3:20])[O:14]3)[CH:12]=2)CC1.C(S(N1CC[CH:30](C2C3C(=C(C(N)=O)C=C(C4C=NC=C(CNC(C)C)C=4)C=3)NC=2)[CH2:29][CH2:28]1)(=O)=O)C.C(N)(C)C.CC1(C)C(C)(C)OB(C2C=C(C=O)C=NC=2)O1.[BH3-]C#N.[Na+], predict the reaction product. The product is: [CH3:28][CH:29]([NH:5][CH2:6][C:7]1[CH:8]=[N:9][CH:10]=[C:11]([B:13]2[O:17][C:16]([CH3:18])([CH3:19])[C:15]([CH3:20])([CH3:21])[O:14]2)[CH:12]=1)[CH3:30].